Predict the product of the given reaction. From a dataset of Forward reaction prediction with 1.9M reactions from USPTO patents (1976-2016). (1) Given the reactants [OH:1][C:2]1[C:10]([CH:11]=[O:12])=[C:9]2[C:5]([CH:6]=[N:7][NH:8]2)=[CH:4][CH:3]=1.Br[CH2:14][C:15]1[CH:24]=[CH:23][C:18]([C:19]([O:21][CH3:22])=[O:20])=[CH:17][CH:16]=1.C(=O)([O-])[O-].[K+].[K+].O, predict the reaction product. The product is: [CH:11]([C:10]1[C:2]([O:1][CH2:14][C:15]2[CH:24]=[CH:23][C:18]([C:19]([O:21][CH3:22])=[O:20])=[CH:17][CH:16]=2)=[CH:3][CH:4]=[C:5]2[C:9]=1[NH:8][N:7]=[CH:6]2)=[O:12]. (2) Given the reactants I[C:2]1[C:10]2[C:5](=[CH:6][CH:7]=[C:8]([NH:11][C:12](=[O:24])[CH:13]([N:19]3[CH2:23][CH2:22][CH2:21][CH2:20]3)[C:14]3[CH:18]=[CH:17][S:16][CH:15]=3)[CH:9]=2)[NH:4][N:3]=1.[CH3:25][N:26]([C:33]1[CH:38]=[CH:37][C:36](B2OC(C)(C)C(C)(C)O2)=[CH:35][CH:34]=1)[CH:27]1[CH2:32][CH2:31][O:30][CH2:29][CH2:28]1.C([O-])([O-])=O.[Na+].[Na+], predict the reaction product. The product is: [CH3:25][N:26]([CH:27]1[CH2:32][CH2:31][O:30][CH2:29][CH2:28]1)[C:33]1[CH:38]=[CH:37][C:36]([C:2]2[C:10]3[C:5](=[CH:6][CH:7]=[C:8]([NH:11][C:12](=[O:24])[CH:13]([N:19]4[CH2:23][CH2:22][CH2:21][CH2:20]4)[C:14]4[CH:18]=[CH:17][S:16][CH:15]=4)[CH:9]=3)[NH:4][N:3]=2)=[CH:35][CH:34]=1.